From a dataset of Peptide-MHC class I binding affinity with 185,985 pairs from IEDB/IMGT. Regression. Given a peptide amino acid sequence and an MHC pseudo amino acid sequence, predict their binding affinity value. This is MHC class I binding data. (1) The peptide sequence is YLFTFTIYT. The MHC is HLA-A02:01 with pseudo-sequence HLA-A02:01. The binding affinity (normalized) is 0.889. (2) The peptide sequence is QVKDNIISR. The MHC is HLA-A68:01 with pseudo-sequence HLA-A68:01. The binding affinity (normalized) is 0.776. (3) The peptide sequence is FLAFLLFLV. The MHC is HLA-A02:06 with pseudo-sequence HLA-A02:06. The binding affinity (normalized) is 0.797. (4) The peptide sequence is APIEHIASM. The MHC is HLA-B40:01 with pseudo-sequence HLA-B40:01. The binding affinity (normalized) is 0.0847. (5) The peptide sequence is IVSLCPTKK. The MHC is HLA-A30:01 with pseudo-sequence HLA-A30:01. The binding affinity (normalized) is 0.0854.